From a dataset of Cav3 T-type calcium channel HTS with 100,875 compounds. Binary Classification. Given a drug SMILES string, predict its activity (active/inactive) in a high-throughput screening assay against a specified biological target. The molecule is O1c2c(OC1)ccc(c2)/C=N\Nc1nc(N2CCCCC2)nc(n1)Nc1ccc([N+]([O-])=O)cc1. The result is 0 (inactive).